Dataset: Reaction yield outcomes from USPTO patents with 853,638 reactions. Task: Predict the reaction yield, written as a fraction of the theoretical maximum amount of product (1.0 means a 100% yield; for example, 0.34 means a 34% yield). (1) The reactants are [C:1]1([C:7]2[C:11]([C:12](=[O:14])[CH3:13])=[C:10]([C:15]([F:18])([F:17])[F:16])[O:9][N:8]=2)[CH:6]=[CH:5][CH:4]=[CH:3][CH:2]=1.[Br:19]Br. The catalyst is C(Cl)(Cl)Cl.CC(O)=O. The product is [Br:19][CH2:13][C:12]([C:11]1[C:7]([C:1]2[CH:2]=[CH:3][CH:4]=[CH:5][CH:6]=2)=[N:8][O:9][C:10]=1[C:15]([F:17])([F:18])[F:16])=[O:14]. The yield is 0.590. (2) The reactants are [CH3:1][C:2]1[C:10]2[C:9](=[O:11])[NH:8][C:7]([CH2:12][CH2:13][CH3:14])=[N:6][C:5]=2[O:4][N:3]=1.[CH2:15](Br)[C:16]1[CH:21]=[CH:20][CH:19]=[CH:18][CH:17]=1.C(=O)([O-])[O-].[K+].[K+]. The catalyst is CN(C=O)C.O. The product is [CH2:15]([N:8]1[C:9](=[O:11])[C:10]2[C:2]([CH3:1])=[N:3][O:4][C:5]=2[N:6]=[C:7]1[CH2:12][CH2:13][CH3:14])[C:16]1[CH:21]=[CH:20][CH:19]=[CH:18][CH:17]=1. The yield is 0.680.